Dataset: Reaction yield outcomes from USPTO patents with 853,638 reactions. Task: Predict the reaction yield, written as a fraction of the theoretical maximum amount of product (1.0 means a 100% yield; for example, 0.34 means a 34% yield). (1) The reactants are Cl.[CH3:2][O:3][C:4]1[CH:5]=[C:6]2[C:11](=[CH:12][CH:13]=1)[C:10]([C:14]1[CH:27]=[CH:26][C:17]([O:18][CH2:19][CH2:20][N:21]3[CH2:25][CH2:24][CH2:23][CH2:22]3)=[CH:16][CH:15]=1)=[C:9]([C:28]1[CH:33]=[CH:32][CH:31]=[CH:30][CH:29]=1)[CH2:8][CH2:7]2. The catalyst is C(O)C.[OH-].[OH-].[Pd+2]. The product is [CH3:2][O:3][C:4]1[CH:5]=[C:6]2[C:11](=[CH:12][CH:13]=1)[C@@H:10]([C:14]1[CH:27]=[CH:26][C:17]([O:18][CH2:19][CH2:20][N:21]3[CH2:25][CH2:24][CH2:23][CH2:22]3)=[CH:16][CH:15]=1)[C@@H:9]([C:28]1[CH:33]=[CH:32][CH:31]=[CH:30][CH:29]=1)[CH2:8][CH2:7]2. The yield is 0.930. (2) The reactants are [OH-].[Na+].[CH2:3]([OH:21])[CH2:4][O:5][CH2:6][CH2:7][O:8][CH2:9][CH2:10][O:11][CH2:12][CH2:13][O:14][CH2:15][CH2:16][O:17][CH2:18][CH2:19][OH:20].[CH2:22](Cl)[C:23]1[CH:28]=[CH:27][CH:26]=[CH:25][CH:24]=1. The product is [CH2:22]([O:20][CH2:19][CH2:18][O:17][CH2:16][CH2:15][O:14][CH2:13][CH2:12][O:11][CH2:10][CH2:9][O:8][CH2:7][CH2:6][O:5][CH2:4][CH2:3][OH:21])[C:23]1[CH:28]=[CH:27][CH:26]=[CH:25][CH:24]=1. The catalyst is O.[Cl-].[Na+].O. The yield is 0.700. (3) The reactants are [CH2:1]([OH:4])[CH2:2][OH:3].[H-].[Na+].Br[CH2:8][C:9]1[CH:14]=[CH:13][CH:12]=[C:11]([F:15])[CH:10]=1.O. The catalyst is C1COCC1.CCOC(C)=O. The product is [F:15][C:11]1[CH:10]=[C:9]([CH2:8][O:3][CH2:2][CH2:1][OH:4])[CH:14]=[CH:13][CH:12]=1. The yield is 0.250. (4) The reactants are Br[C:2]1[CH:23]=[CH:22][C:5]([C:6]([NH:8][S:9]([C:12]2[CH:17]=[CH:16][CH:15]=[CH:14][C:13]=2[S:18](=[O:21])(=[O:20])[NH2:19])(=[O:11])=[O:10])=[O:7])=[CH:4][CH:3]=1.[C:24]([CH:26]1[CH2:30][CH2:29][CH2:28][CH2:27]1)#[CH:25].C(NC(C)C)(C)C. The catalyst is CN(C)C=O.[Cu]I.Cl[Pd](Cl)([P](C1C=CC=CC=1)(C1C=CC=CC=1)C1C=CC=CC=1)[P](C1C=CC=CC=1)(C1C=CC=CC=1)C1C=CC=CC=1. The product is [CH:26]1([C:24]#[C:25][C:2]2[CH:23]=[CH:22][C:5]([C:6]([NH:8][S:9]([C:12]3[CH:17]=[CH:16][CH:15]=[CH:14][C:13]=3[S:18](=[O:21])(=[O:20])[NH2:19])(=[O:11])=[O:10])=[O:7])=[CH:4][CH:3]=2)[CH2:30][CH2:29][CH2:28][CH2:27]1. The yield is 0.160.